Dataset: NCI-60 drug combinations with 297,098 pairs across 59 cell lines. Task: Regression. Given two drug SMILES strings and cell line genomic features, predict the synergy score measuring deviation from expected non-interaction effect. (1) Drug 1: C1=CC(=CC=C1C#N)C(C2=CC=C(C=C2)C#N)N3C=NC=N3. Drug 2: C1C(C(OC1N2C=NC3=C2NC=NCC3O)CO)O. Cell line: T-47D. Synergy scores: CSS=9.12, Synergy_ZIP=-4.29, Synergy_Bliss=-4.95, Synergy_Loewe=5.96, Synergy_HSA=-1.69. (2) Drug 1: C1=NC(=NC(=O)N1C2C(C(C(O2)CO)O)O)N. Drug 2: CC1=C(C(=O)C2=C(C1=O)N3CC4C(C3(C2COC(=O)N)OC)N4)N. Cell line: NCI/ADR-RES. Synergy scores: CSS=20.4, Synergy_ZIP=0.907, Synergy_Bliss=5.23, Synergy_Loewe=0.775, Synergy_HSA=5.83.